This data is from Forward reaction prediction with 1.9M reactions from USPTO patents (1976-2016). The task is: Predict the product of the given reaction. (1) Given the reactants C([SiH](CC)CC)C.[CH3:8][O:9][C:10](=[O:30])[CH2:11][CH2:12][C:13]1[C:14](=[O:29])[N:15](CC2C=CC(OC)=CC=2OC)[CH2:16][CH:17]=1, predict the reaction product. The product is: [CH3:8][O:9][C:10](=[O:30])[CH2:11][CH2:12][C:13]1[C:14](=[O:29])[NH:15][CH2:16][CH:17]=1. (2) Given the reactants Br[C:2]1[CH:7]=[CH:6][C:5]([O:8][C:9]2[CH:14]=[CH:13][CH:12]=[C:11]([C:15]#[N:16])[N:10]=2)=[CH:4][CH:3]=1.C1(P(C2C=CC=CC=2)C2C3[O:36]C4C(=CC=CC=4P(C4C=CC=CC=4)C4C=CC=CC=4)C(C)(C)C=3C=CC=2)C=CC=CC=1.O.O.O.[O-]C1C=CC=CC=1.[Na+].[NH2:70][C:71]1[N:75]([CH2:76][C:77]2[CH:82]=[CH:81][C:80]([Cl:83])=[CH:79][CH:78]=2)[N:74]=[C:73]([C:84]([CH3:87])([CH3:86])[CH3:85])[CH:72]=1.C(=O)([O-])O.[Na+], predict the reaction product. The product is: [C:84]([C:73]1[CH:72]=[C:71]([NH:70][C:2]2[CH:7]=[CH:6][C:5]([O:8][C:9]3[CH:14]=[CH:13][CH:12]=[C:11]([C:15](=[O:36])[NH2:16])[N:10]=3)=[CH:4][CH:3]=2)[N:75]([CH2:76][C:77]2[CH:82]=[CH:81][C:80]([Cl:83])=[CH:79][CH:78]=2)[N:74]=1)([CH3:87])([CH3:86])[CH3:85]. (3) Given the reactants CC(C1C=C(C(C)C)C(C2C=CC=CC=2P(C2CCCCC2)C2CCCCC2)=C(C(C)C)C=1)C.Cl[C:36]1[N:44]=[C:43]2[C:39]([N:40]=[C:41]([CH:46]=[O:47])[N:42]2[CH3:45])=[C:38]([N:48]2[CH2:53][CH2:52][O:51][CH2:50][CH2:49]2)[N:37]=1.[CH2:54]([C:56]1[NH:60][C:59]2[CH:61]=[CH:62][CH:63]=[CH:64][C:58]=2[N:57]=1)[CH3:55].C(=O)([O-])[O-].[Cs+].[Cs+], predict the reaction product. The product is: [CH2:54]([C:56]1[N:57]([C:36]2[N:44]=[C:43]3[C:39]([N:40]=[C:41]([CH:46]=[O:47])[N:42]3[CH3:45])=[C:38]([N:48]3[CH2:53][CH2:52][O:51][CH2:50][CH2:49]3)[N:37]=2)[C:58]2[CH:64]=[CH:63][CH:62]=[CH:61][C:59]=2[N:60]=1)[CH3:55]. (4) Given the reactants [CH3:1][C:2]1([CH3:20])[CH:7]=[C:6]([CH3:8])[C:5]([CH3:10])([CH3:9])[C:4](=[CH2:11])/[C:3]/1=[C:12](/[O:15][Si:16]([CH3:19])([CH3:18])[CH3:17])\[CH:13]=[CH2:14].[CH3:21]C1C(C)(C)C(C)=C(C)C(C)(C)C=1C(OC)=O, predict the reaction product. The product is: [CH3:1][C:2]1([CH3:20])[C:7]([CH3:21])=[C:6]([CH3:8])[C:5]([CH3:9])([CH3:10])[C:4](=[CH2:11])/[C:3]/1=[C:12](/[O:15][Si:16]([CH3:18])([CH3:19])[CH3:17])\[CH:13]=[CH2:14].